This data is from Reaction yield outcomes from USPTO patents with 853,638 reactions. The task is: Predict the reaction yield, written as a fraction of the theoretical maximum amount of product (1.0 means a 100% yield; for example, 0.34 means a 34% yield). (1) The reactants are [ClH:1].C(O/[CH:5]=[C:6]1\[C:7](=O)[C:8]2[C:13]([O:14][C:15]3\1[CH2:20][CH2:19][NH:18][CH2:17][CH2:16]3)=[CH:12][CH:11]=[CH:10][CH:9]=2)C.[CH3:22][NH:23][NH2:24]. The catalyst is C(O)C. The product is [ClH:1].[CH3:22][N:23]1[CH:5]=[C:6]2[C:15]3([O:14][C:13]4[CH:12]=[CH:11][CH:10]=[CH:9][C:8]=4[C:7]2=[N:24]1)[CH2:20][CH2:19][NH:18][CH2:17][CH2:16]3. The yield is 0.740. (2) The reactants are Br[CH2:2][C:3](=[O:18])[C:4]([C:7]1[CH:12]=[CH:11][C:10]([S:13]([NH2:16])(=[O:15])=[O:14])=[C:9]([Cl:17])[CH:8]=1)([CH3:6])[CH3:5].[N-:19]=[N+:20]=[N-:21].[Na+]. The catalyst is CN(C=O)C.O. The product is [N:19]([CH2:2][C:3](=[O:18])[C:4]([C:7]1[CH:12]=[CH:11][C:10]([S:13]([NH2:16])(=[O:15])=[O:14])=[C:9]([Cl:17])[CH:8]=1)([CH3:6])[CH3:5])=[N+:20]=[N-:21]. The yield is 0.790. (3) The reactants are [Cl:1][C:2]1[CH:3]=[C:4]2[C:9](=[C:10]([N+:12]([O-])=O)[CH:11]=1)[N:8]=[CH:7][CH:6]=[CH:5]2.C(O)(=O)C.[OH-].[Na+].C(OCC)(=O)C. The catalyst is O.[Fe]. The product is [Cl:1][C:2]1[CH:3]=[C:4]2[C:9](=[C:10]([NH2:12])[CH:11]=1)[N:8]=[CH:7][CH:6]=[CH:5]2. The yield is 0.670. (4) The reactants are [ClH:1].O1CCOCC1.[N:8]1([C:14]([C:16]2[N:17]=[C:18]([N:21]3[CH2:26][CH2:25][N:24](C(OC(C)(C)C)=O)[CH2:23][CH:22]3[CH2:34][O:35][C:36]3[CH:37]=[N:38][CH:39]=[CH:40][CH:41]=3)[S:19][CH:20]=2)=[O:15])[CH2:13][CH2:12][O:11][CH2:10][CH2:9]1. The catalyst is CO. The product is [ClH:1].[ClH:1].[O:11]1[CH2:12][CH2:13][N:8]([C:14]([C:16]2[N:17]=[C:18]([N:21]3[CH2:26][CH2:25][NH:24][CH2:23][CH:22]3[CH2:34][O:35][C:36]3[CH:37]=[N:38][CH:39]=[CH:40][CH:41]=3)[S:19][CH:20]=2)=[O:15])[CH2:9][CH2:10]1. The yield is 0.990.